Dataset: Forward reaction prediction with 1.9M reactions from USPTO patents (1976-2016). Task: Predict the product of the given reaction. (1) Given the reactants [C:1]([O:4][CH2:5][CH2:6][C:7]1[CH:12]=[CH:11][CH:10]=[C:9](I)[CH:8]=1)(=[O:3])[CH3:2].Br[C:15]([F:22])([F:21])[C:16]([O:18][CH2:19][CH3:20])=[O:17].[Cl-].[NH4+], predict the reaction product. The product is: [C:1]([O:4][CH2:5][CH2:6][C:7]1[CH:8]=[C:9]([C:15]([F:22])([F:21])[C:16]([O:18][CH2:19][CH3:20])=[O:17])[CH:10]=[CH:11][CH:12]=1)(=[O:3])[CH3:2]. (2) Given the reactants [CH3:1][C:2]1[NH:3][C:4]([CH3:34])=[C:5]([CH2:11][C:12]2[S:27][C:15]3[N:16]([CH2:23][CH:24]([CH3:26])[CH3:25])[C:17](=[O:22])[N:18]([CH3:21])[C:19](=[O:20])[C:14]=3[C:13]=2[C:28]([N:30]([O:32][CH3:33])[CH3:31])=[O:29])[C:6]=1[C:7]([O:9][CH3:10])=[O:8].[CH2:35](O)C, predict the reaction product. The product is: [C:7]([O:9][CH2:10][CH3:35])(=[O:8])[CH3:6].[CH3:34][CH2:4][CH2:5][CH:6]([CH3:7])[CH3:2].[CH3:34][CH2:4][CH2:5][CH:6]([CH3:7])[CH3:2].[CH3:35][C:28]([CH3:13])=[O:29].[CH3:1][C:2]1[NH:3][C:4]([CH3:34])=[C:5]([CH2:11][C:12]2[S:27][C:15]3[N:16]([CH2:23][CH:24]([CH3:26])[CH3:25])[C:17](=[O:22])[N:18]([CH3:21])[C:19](=[O:20])[C:14]=3[C:13]=2[C:28]([N:30]([O:32][CH3:33])[CH3:31])=[O:29])[C:6]=1[C:7]([O:9][CH3:10])=[O:8]. (3) Given the reactants [Br:1][C:2]1[CH:7]=[N:6][C:5](Br)=[CH:4][N:3]=1.[CH3:9][S-:10].[Na+], predict the reaction product. The product is: [Br:1][C:2]1[CH:7]=[N:6][C:5]([S:10][CH3:9])=[CH:4][N:3]=1. (4) Given the reactants N1C2C(=NC=CC=2)N([O:10][C:11]2[C:12]3[CH:19]=[CH:18][S:17][C:13]=3[N:14]=[CH:15][N:16]=2)N=1.[N+:20]([C:23]1[CH:24]=[C:25](B(O)O)[CH:26]=[CH:27][CH:28]=1)([O-:22])=[O:21].C([O-])([O-])=O.[Cs+].[Cs+], predict the reaction product. The product is: [N+:20]([C:23]1[CH:28]=[C:27]([CH:26]=[CH:25][CH:24]=1)[O:10][C:11]1[C:12]2[CH:19]=[CH:18][S:17][C:13]=2[N:14]=[CH:15][N:16]=1)([O-:22])=[O:21]. (5) Given the reactants [F:1][C:2]([F:24])([F:23])[O:3][C:4]1[CH:9]=[CH:8][C:7]([N:10]2[CH:14]=[C:13]([C:15]3[CH:22]=[CH:21][C:18]([CH:19]=O)=[CH:17][CH:16]=3)[N:12]=[CH:11]2)=[CH:6][CH:5]=1.[CH3:25][O:26][C@@H:27]1[C@H:32]([O:33][CH3:34])[C@@H:31]([O:35][CH3:36])[C@H:30]([CH3:37])[O:29][C@H:28]1[O:38][NH2:39], predict the reaction product. The product is: [CH3:25][O:26][C@@H:27]1[C@H:32]([O:33][CH3:34])[C@@H:31]([O:35][CH3:36])[C@H:30]([CH3:37])[O:29][C@H:28]1[O:38][N:39]=[CH:19][C:18]1[CH:21]=[CH:22][C:15]([C:13]2[N:12]=[CH:11][N:10]([C:7]3[CH:8]=[CH:9][C:4]([O:3][C:2]([F:23])([F:1])[F:24])=[CH:5][CH:6]=3)[CH:14]=2)=[CH:16][CH:17]=1. (6) Given the reactants C[C@H](P)[C]1[C](P(C2C3C(=CC=CC=3)C=CC=2)C2C3C(=CC=CC=3)C=CC=2)[CH][CH][CH]1.[CH2:30]([C:37]1[C:46]2[C:41](=[CH:42][CH:43]=[C:44]([O:47][CH3:48])[CH:45]=2)[CH2:40][CH2:39][C:38]=1[NH:49][C:50](=[O:53])[CH2:51][CH3:52])[C:31]1[CH:36]=[CH:35][CH:34]=[CH:33][CH:32]=1.[H][H], predict the reaction product. The product is: [CH2:30]([C@H:37]1[C:46]2[C:41](=[CH:42][CH:43]=[C:44]([O:47][CH3:48])[CH:45]=2)[CH2:40][CH2:39][C@H:38]1[NH:49][C:50](=[O:53])[CH2:51][CH3:52])[C:31]1[CH:36]=[CH:35][CH:34]=[CH:33][CH:32]=1.